From a dataset of Peptide-MHC class I binding affinity with 185,985 pairs from IEDB/IMGT. Regression. Given a peptide amino acid sequence and an MHC pseudo amino acid sequence, predict their binding affinity value. This is MHC class I binding data. (1) The MHC is HLA-B15:17 with pseudo-sequence HLA-B15:17. The binding affinity (normalized) is 0.707. The peptide sequence is MSRAFGFTV. (2) The peptide sequence is AELLSCSHLF. The MHC is HLA-B40:02 with pseudo-sequence HLA-B40:02. The binding affinity (normalized) is 0.505. (3) The peptide sequence is ELESQISEL. The MHC is HLA-A68:02 with pseudo-sequence HLA-A68:02. The binding affinity (normalized) is 0. (4) The peptide sequence is VQINITEGF. The MHC is HLA-A24:02 with pseudo-sequence HLA-A24:02. The binding affinity (normalized) is 0.287. (5) The peptide sequence is CFTSLVWAPLILA. The MHC is HLA-A01:01 with pseudo-sequence HLA-A01:01. The binding affinity (normalized) is 0.161. (6) The peptide sequence is ELKRQLADL. The MHC is HLA-A02:06 with pseudo-sequence HLA-A02:06. The binding affinity (normalized) is 0.0847.